From a dataset of Forward reaction prediction with 1.9M reactions from USPTO patents (1976-2016). Predict the product of the given reaction. Given the reactants Br[C:2]1[N:6]([CH2:7][CH:8]2[CH2:13][CH2:12][CH2:11][CH2:10][CH2:9]2)[C:5]([CH3:14])=[C:4]([S:15]([NH:18][CH:19]2[CH2:21][CH2:20]2)(=[O:17])=[O:16])[CH:3]=1.[C:22]([C:26]1[CH:27]=[C:28](B(O)O)[CH:29]=[C:30]([C:32]([CH3:35])([CH3:34])[CH3:33])[CH:31]=1)([CH3:25])([CH3:24])[CH3:23].C([O-])([O-])=O.[K+].[K+], predict the reaction product. The product is: [CH:8]1([CH2:7][N:6]2[C:2]([C:28]3[CH:27]=[C:26]([C:22]([CH3:24])([CH3:23])[CH3:25])[CH:31]=[C:30]([C:32]([CH3:35])([CH3:34])[CH3:33])[CH:29]=3)=[CH:3][C:4]([S:15]([NH:18][CH:19]3[CH2:21][CH2:20]3)(=[O:17])=[O:16])=[C:5]2[CH3:14])[CH2:13][CH2:12][CH2:11][CH2:10][CH2:9]1.